From a dataset of Full USPTO retrosynthesis dataset with 1.9M reactions from patents (1976-2016). Predict the reactants needed to synthesize the given product. (1) The reactants are: Cl.[F:2][C@@H:3]1[CH2:8][CH2:7][CH2:6][C@H:5]([NH:9][C:10]2[C:15]([C:16]3[CH:17]=[N:18][N:19]([CH3:21])[CH:20]=3)=[CH:14][N:13]=[C:12]([C:22]3[CH:27]=[CH:26][CH:25]=[C:24]([C:28]4[CH:29]=[N:30][N:31]([CH3:33])[CH:32]=4)[CH:23]=3)[N:11]=2)[C@@H:4]1[O:34]COC.C(=O)(O)[O-].[Na+]. Given the product [F:2][C@@H:3]1[CH2:8][CH2:7][CH2:6][C@H:5]([NH:9][C:10]2[C:15]([C:16]3[CH:17]=[N:18][N:19]([CH3:21])[CH:20]=3)=[CH:14][N:13]=[C:12]([C:22]3[CH:27]=[CH:26][CH:25]=[C:24]([C:28]4[CH:29]=[N:30][N:31]([CH3:33])[CH:32]=4)[CH:23]=3)[N:11]=2)[C@@H:4]1[OH:34], predict the reactants needed to synthesize it. (2) The reactants are: Cl[C:2]1[CH:22]=[N:21][C:5]2[NH:6][C:7]3[C:12]([C:4]=2[CH:3]=1)=[CH:11][C:10]([CH2:13][CH2:14][C:15]1[CH:20]=[CH:19][CH:18]=[CH:17][CH:16]=1)=[CH:9][CH:8]=3.CC(C)([O-])C.[Na+].[CH3:29][O:30][C:31]1[CH:36]=[CH:35][CH:34]=[C:33]([NH2:37])[CH:32]=1. Given the product [CH3:29][O:30][C:31]1[CH:32]=[C:33]([NH:37][C:2]2[CH:22]=[N:21][C:5]3[NH:6][C:7]4[C:12]([C:4]=3[CH:3]=2)=[CH:11][C:10]([CH2:13][CH2:14][C:15]2[CH:20]=[CH:19][CH:18]=[CH:17][CH:16]=2)=[CH:9][CH:8]=4)[CH:34]=[CH:35][CH:36]=1, predict the reactants needed to synthesize it. (3) The reactants are: [OH:1][C:2]1[CH:7]=[CH:6][C:5]([CH2:8][C:9]([O:11][CH2:12][CH3:13])=[O:10])=[CH:4][CH:3]=1.C([O-])([O-])=O.[K+].[K+].Cl[CH2:21][C:22]1[CH:31]=[CH:30][C:29]2[C:24](=[CH:25][CH:26]=[CH:27][CH:28]=2)[N:23]=1. Given the product [N:23]1[C:24]2[C:29](=[CH:28][CH:27]=[CH:26][CH:25]=2)[CH:30]=[CH:31][C:22]=1[CH2:21][O:1][C:2]1[CH:3]=[CH:4][C:5]([CH2:8][C:9]([O:11][CH2:12][CH3:13])=[O:10])=[CH:6][CH:7]=1, predict the reactants needed to synthesize it. (4) Given the product [Br:1][C:2]1[CH:3]=[CH:4][C:5]([O:11][CH2:12][C:13]2[CH:18]=[CH:17][CH:16]=[CH:15][CH:14]=2)=[C:6]([CH:10]=1)[C:7]([NH:25][C:21]1[N:20]=[N:19][CH:24]=[CH:23][CH:22]=1)=[O:9], predict the reactants needed to synthesize it. The reactants are: [Br:1][C:2]1[CH:3]=[CH:4][C:5]([O:11][CH2:12][C:13]2[CH:18]=[CH:17][CH:16]=[CH:15][CH:14]=2)=[C:6]([CH:10]=1)[C:7]([OH:9])=O.[N:19]1[CH:24]=[CH:23][CH:22]=[C:21]([NH2:25])[N:20]=1. (5) Given the product [F:44][C:41]1[CH:40]=[CH:39][CH:38]=[C:37]2[C:42]=1[CH2:43][N:35]([C:33]([O:32][C@H:30]1[CH2:31][N:11]3[C@H:12]([C:13](=[O:28])[NH:14][C@:15]4([C:25](=[O:26])[NH:64][S:61]([CH:58]5[CH2:60][CH2:59]5)(=[O:63])=[O:62])[CH2:24][C@H:16]4[CH:17]=[CH:18][CH2:19][O:20][CH2:21][CH2:22][CH2:23][C@H:9]([NH:8][C:6]([O:5][C:1]([CH3:3])([CH3:4])[CH3:2])=[O:7])[C:10]3=[O:45])[CH2:29]1)=[O:34])[CH2:36]2, predict the reactants needed to synthesize it. The reactants are: [C:1]([O:5][C:6]([NH:8][C@H:9]1[CH2:23][CH2:22][CH2:21][O:20][CH2:19][CH:18]=[CH:17][C@@H:16]2[CH2:24][C@@:15]2([C:25](O)=[O:26])[NH:14][C:13](=[O:28])[C@@H:12]2[CH2:29][C@@H:30]([O:32][C:33]([N:35]3[CH2:43][C:42]4[C:37](=[CH:38][CH:39]=[CH:40][C:41]=4[F:44])[CH2:36]3)=[O:34])[CH2:31][N:11]2[C:10]1=[O:45])=[O:7])([CH3:4])([CH3:3])[CH3:2].N1(C(N2C=CN=C2)=O)C=CN=C1.[CH:58]1([S:61]([NH2:64])(=[O:63])=[O:62])[CH2:60][CH2:59]1.C1CCN2C(=NCCC2)CC1.S([O-])(O)(=O)=O.[K+]. (6) Given the product [CH2:29]([N:3]([CH2:1][CH3:2])[CH2:4][CH2:5][CH2:6][C:7]1[CH:8]=[CH:9][C:10]([NH:13][C:14]2[N:15]=[CH:16][C:17]([C:20]3[CH:21]=[CH:22][C:23]([O:26][CH3:27])=[CH:24][CH:25]=3)=[CH:18][N:19]=2)=[CH:11][CH:12]=1)[CH3:30], predict the reactants needed to synthesize it. The reactants are: [CH2:1]([N:3]([CH2:29][CH3:30])[C:4](=O)[CH2:5][CH2:6][C:7]1[CH:12]=[CH:11][C:10]([NH:13][C:14]2[N:19]=[CH:18][C:17]([C:20]3[CH:25]=[CH:24][C:23]([O:26][CH3:27])=[CH:22][CH:21]=3)=[CH:16][N:15]=2)=[CH:9][CH:8]=1)[CH3:2].[H-].[Al+3].[Li+].[H-].[H-].[H-].C1COCC1. (7) Given the product [Cl:18][CH2:17][CH2:16][CH2:15][O:1][C:2]1[CH:11]=[CH:10][C:5]([C:6]([O:8][CH3:9])=[O:7])=[CH:4][C:3]=1[O:12][CH3:13], predict the reactants needed to synthesize it. The reactants are: [OH:1][C:2]1[CH:11]=[CH:10][C:5]([C:6]([O:8][CH3:9])=[O:7])=[CH:4][C:3]=1[O:12][CH3:13].Br[CH2:15][CH2:16][CH2:17][Cl:18].C(=O)([O-])[O-].[K+].[K+].[Cl-].[Na+].